From a dataset of Experimentally validated miRNA-target interactions with 360,000+ pairs, plus equal number of negative samples. Binary Classification. Given a miRNA mature sequence and a target amino acid sequence, predict their likelihood of interaction. (1) The miRNA is hsa-miR-4748 with sequence GAGGUUUGGGGAGGAUUUGCU. The protein sequence of the target gene is MEEMSGDSVVSSAVPAAATRTTSFKGASPSSKYVKLNVGGALYYTTMQTLTKQDTMLKAMFSGRMEVLTDSEGWILIDRCGKHFGTILNYLRDGGVPLPESRREIEELLAEAKYYLVQGLLEECQAALQNKDTYEPFCKVPVITSSKEEQRLIATSNKPAVKLLYNRSNNKYSYTSNSDDNMLKNIELFDKLSLRFNGRVLFIKDVIGDEICCWSFYGQGRKIAEVCCTSIVYATEKKQTKVEFPEARIYEETLNILLYEAQDGRGPDNALLEATGGAAGRSHHLDEDEERERERIERVR.... Result: 0 (no interaction). (2) The miRNA is hsa-miR-6807-5p with sequence GUGAGCCAGUGGAAUGGAGAGG. The protein sequence of the target gene is MRPDDINPRTGLVVALVSVFLVFGFMFTVSGMKGETLGNIPLLAIGPAICLPGIAAIALARKTEGCTKWPENELLWVRKLPCFRKPKDKEVVELLRTPSDLESGKGSSDELAKKAGLRGKPPPQSQGEVSVASSINSPTPTEEGECQSLVQNGHQEETSRYLDGYCPSGSSLTYSALDVKCSARDRSECPEPEDSIFFVPQDSIIVCSYKQNSPYDRYCCYINQIQGRWDHETIV. Result: 0 (no interaction). (3) The miRNA is hsa-miR-363-3p with sequence AAUUGCACGGUAUCCAUCUGUA. The protein sequence of the target gene is MRSKARARKLAKSDGDVVNNMYEPDPDLLAGQSAEEETEDGILSPIPMGPPSPFPTSEDFTPKEGSPYEAPVYIPEDIPIPPDFELRESSIPGAGLGIWAKRKMEIGERFGPYVVTPRAALKEADFGWEMLTDTEVSSQESCIKKQISEDLGSEKFCVDANQAGSGSWLKYIRVACSCDDQNLAMCQINEQIYYKVIKDIEPGEELLVHVKEGAYSLGVMAPSLDEDPTFRCDECDELFQCRLDLRRHKKYACSSAGAQLYEGLGEELKPEGLGVGSDGQAHECKDCERMFPNKYSLEQH.... Result: 0 (no interaction). (4) The miRNA is mmu-miR-181a-5p with sequence AACAUUCAACGCUGUCGGUGAGU. The protein sequence of the target gene is MSQAGDVEGPSTGDPVLSPQHNCELLQNMEGASSMPGLSPDGPGASSGPGVRAGSRRKIPRKEALRGGSSRAAGAAEVRPGVLELLAVVQSRGSMLAPGLHMQLPSVPTQGRALTSKRLQVSLCDILDDSCPRKLCSRSAGLPERALACRERLAGVEEVSCLRPREARDGGMSSPGCDRRSPTLSKEEPPGRPLTSSPDPVPVRVRKKWRRQGAHSECEEGAGDFLWLDQSPRGDNLLSVGDPPQVADLESLGGPCRPPSPKDTGSGPGEPGGSGAGCASGTEKFGYLPATGDGPQPGSP.... Result: 0 (no interaction). (5) The miRNA is hsa-miR-6747-3p with sequence UCCUGCCUUCCUCUGCACCAG. The protein sequence of the target gene is MPWVEPKPRPGPEQKPKLTKPDSATGPQWYQESQESESEGKQPPPGPLAPPKSPEPSGPLASEQDAPLPEGDDAPPRPSMLDDAPRLPLELDDAPLPEEETPEPTAICRHRHRCHTDCLEGLLSRTFQWLGWQVGAHPWIFLLAPLMLTAALGTGFLYLPKDEEEDLEEHYTPVGSPAKAERRFVQGHFTTNDSYRFSASRRSTEANFVSLLVVSYSDSLLDPATFAEVSKLDGAVQDLRVAREKGSQIQYQQVCARYRALCVPPNPILYAWQVNKTLNLSSISFPAYNHGRHPLYLTGF.... Result: 1 (interaction).